This data is from Forward reaction prediction with 1.9M reactions from USPTO patents (1976-2016). The task is: Predict the product of the given reaction. (1) Given the reactants C(O[C:6]([NH:8][C@H:9]([CH2:21][OH:22])[CH2:10][C:11]([O:13][CH2:14][C:15]1[CH:20]=[CH:19][CH:18]=[CH:17][CH:16]=1)=[O:12])=[O:7])(C)(C)C.N1C=CC=CC=1.C1(C)C=CC(S(OS(C2C=CC(C)=CC=2)(=O)=O)(=O)=O)=CC=1, predict the reaction product. The product is: [O:7]=[C:6]1[NH:8][C@@H:9]([CH2:10][C:11]([O:13][CH2:14][C:15]2[CH:16]=[CH:17][CH:18]=[CH:19][CH:20]=2)=[O:12])[CH2:21][O:22]1. (2) Given the reactants [CH3:1][O:2][C:3]1[CH:4]=[CH:5][C:6]2[N:7]([CH:9]=[C:10]([C:12]3[CH:13]=[N:14][C:15]([O:18][CH3:19])=[CH:16][CH:17]=3)[N:11]=2)[CH:8]=1.[F:20]C1C=C(B(O)O)C=NC=1OC, predict the reaction product. The product is: [F:20][C:16]1[CH:17]=[C:12]([C:10]2[N:11]=[C:6]3[CH:5]=[CH:4][C:3]([O:2][CH3:1])=[CH:8][N:7]3[CH:9]=2)[CH:13]=[N:14][C:15]=1[O:18][CH3:19]. (3) Given the reactants [CH3:1][C:2]([OH:6])([C:4]#[CH:5])[CH3:3].C1CCN2C(=NCCC2)CC1.C(OC(C(F)(F)F)=O)(C(F)(F)F)=O.[Br:31][C:32]1[CH:33]=[CH:34][C:35](O)=[C:36]([CH:39]=1)[CH:37]=[O:38], predict the reaction product. The product is: [Br:31][C:32]1[CH:33]=[C:34]2[C:35](=[C:36]([CH:37]=[O:38])[CH:39]=1)[O:6][C:2]([CH3:3])([CH3:1])[CH:4]=[CH:5]2.